Dataset: Catalyst prediction with 721,799 reactions and 888 catalyst types from USPTO. Task: Predict which catalyst facilitates the given reaction. (1) Product: [N+:49]([C:52]1[CH:57]=[CH:56][C:55]([NH:58][CH:59]2[CH2:60][CH2:61][N:62]([C:19](=[O:21])[CH2:18][CH2:17][CH2:16][CH:13]3[CH2:12][CH2:11][N:10]([C:7]4[CH:6]=[CH:5][C:4]([C:3]([F:2])([F:22])[F:23])=[CH:9][CH:8]=4)[CH2:15][CH2:14]3)[CH2:63][CH2:64]2)=[CH:54][C:53]=1[C:65]([F:68])([F:66])[F:67])([O-:51])=[O:50]. The catalyst class is: 213. Reactant: [Li+].[F:2][C:3]([F:23])([F:22])[C:4]1[CH:9]=[CH:8][C:7]([N:10]2[CH2:15][CH2:14][CH:13]([CH2:16][CH2:17][CH2:18][C:19]([O-:21])=O)[CH2:12][CH2:11]2)=[CH:6][CH:5]=1.F[P-](F)(F)(F)(F)F.CN(C)C(ON1C2C=CC=CC=2N=N1)=[N+](C)C.Cl.[N+:49]([C:52]1[CH:57]=[CH:56][C:55]([NH:58][CH:59]2[CH2:64][CH2:63][NH:62][CH2:61][CH2:60]2)=[CH:54][C:53]=1[C:65]([F:68])([F:67])[F:66])([O-:51])=[O:50].C(N(C(C)C)CC)(C)C.[O-2].[Al+3].[O-2].[O-2].[Al+3]. (2) Reactant: [C:1]([O:5][C:6]([N:8]1[CH2:12][CH2:11][CH2:10][C@H:9]1[C@H:13]([O:19][CH3:20])[C@@H:14]([CH3:18])[C:15]([OH:17])=O)=[O:7])([CH3:4])([CH3:3])[CH3:2].CN(C(ON1N=NC2C=CC=NC1=2)=[N+](C)C)C.F[P-](F)(F)(F)(F)F.C(N(CC)CC)C.[C:52]1([C:58]2([CH2:61][NH2:62])[CH2:60][CH2:59]2)[CH:57]=[CH:56][CH:55]=[CH:54][CH:53]=1. Product: [CH3:20][O:19][C@@H:13]([C@@H:9]1[CH2:10][CH2:11][CH2:12][N:8]1[C:6]([O:5][C:1]([CH3:2])([CH3:3])[CH3:4])=[O:7])[C@@H:14]([CH3:18])[C:15](=[O:17])[NH:62][CH2:61][C:58]1([C:52]2[CH:57]=[CH:56][CH:55]=[CH:54][CH:53]=2)[CH2:60][CH2:59]1. The catalyst class is: 120. (3) Reactant: [CH3:1][P:2]([CH2:5][N:6]1[CH2:11][CH2:10][NH:9][CH2:8][CH2:7]1)([CH3:4])=[O:3].C(N(CC)CC)C.Br[CH2:20][C:21]1[CH:26]=[CH:25][C:24]([N+:27]([O-:29])=[O:28])=[CH:23][C:22]=1[C:30]([F:33])([F:32])[F:31]. Product: [CH3:4][P:2]([CH2:5][N:6]1[CH2:7][CH2:8][N:9]([CH2:20][C:21]2[CH:26]=[CH:25][C:24]([N+:27]([O-:29])=[O:28])=[CH:23][C:22]=2[C:30]([F:31])([F:32])[F:33])[CH2:10][CH2:11]1)([CH3:1])=[O:3]. The catalyst class is: 4. (4) Reactant: B(Br)(Br)Br.C(Cl)Cl.[CH:8]([C:11]1[C:16]([O:17]C)=[CH:15][CH:14]=[CH:13][C:12]=1[CH2:19][CH2:20][NH2:21])([CH3:10])[CH3:9].C([O-])([O-])=O.[K+].[K+].[CH3:28][C:29]([O:32][C:33](O[C:33]([O:32][C:29]([CH3:31])([CH3:30])[CH3:28])=[O:34])=[O:34])([CH3:31])[CH3:30].[NH4+].[Cl-]. Product: [C:29]([O:32][C:33](=[O:34])[NH:21][CH2:20][CH2:19][C:12]1[CH:13]=[CH:14][CH:15]=[C:16]([OH:17])[C:11]=1[CH:8]([CH3:10])[CH3:9])([CH3:31])([CH3:30])[CH3:28]. The catalyst class is: 168.